The task is: Predict the reactants needed to synthesize the given product.. This data is from Full USPTO retrosynthesis dataset with 1.9M reactions from patents (1976-2016). (1) Given the product [CH:1]1([C:4]2[NH:8][N:7]=[C:6]([NH:9][C:10]3[CH:15]=[CH:14][N:13]=[C:12]([NH2:16])[N:11]=3)[CH:5]=2)[CH2:3][CH2:2]1, predict the reactants needed to synthesize it. The reactants are: [CH:1]1([C:4]2[NH:8][N:7]=[C:6]([NH:9][C:10]3[CH:15]=[CH:14][N:13]=[C:12]([NH:16]CC4C5C=NN(S(C6C=CC(C)=CC=6)(=O)=O)C=5C=CN=4)[N:11]=3)[CH:5]=2)[CH2:3][CH2:2]1.[OH-].[Na+]. (2) The reactants are: Br[C:2]1[CH:7]=[CH:6][C:5]([Br:8])=[CH:4][N:3]=1.[C:9]([O:13][C:14]([N:16]1[CH2:21][CH2:20][NH:19][CH2:18][CH2:17]1)=[O:15])([CH3:12])([CH3:11])[CH3:10]. Given the product [Br:8][C:5]1[CH:6]=[CH:7][C:2]([N:19]2[CH2:18][CH2:17][N:16]([C:14]([O:13][C:9]([CH3:12])([CH3:11])[CH3:10])=[O:15])[CH2:21][CH2:20]2)=[N:3][CH:4]=1, predict the reactants needed to synthesize it. (3) The reactants are: [OH:1][CH2:2][CH2:3][N:4]1[CH2:8][C@@H:7]2[CH2:9][N:10]([C:12]([O:14][C:15]([CH3:18])([CH3:17])[CH3:16])=[O:13])[CH2:11][C@@H:6]2[CH2:5]1.CCN(C(C)C)C(C)C.[CH3:28][S:29](Cl)(=[O:31])=[O:30]. Given the product [CH3:28][S:29]([O:1][CH2:2][CH2:3][N:4]1[CH2:8][C@@H:7]2[CH2:9][N:10]([C:12]([O:14][C:15]([CH3:18])([CH3:17])[CH3:16])=[O:13])[CH2:11][C@@H:6]2[CH2:5]1)(=[O:31])=[O:30], predict the reactants needed to synthesize it. (4) The reactants are: [CH2:1]([C:5]1[N:6]=[C:7]([CH3:27])[NH:8][C:9](=[O:26])[C:10]=1[CH2:11][C:12]1[CH:17]=[CH:16][C:15]([C:18]2[C:19]([C:24]#[N:25])=[CH:20][CH:21]=[CH:22][CH:23]=2)=[CH:14][CH:13]=1)[CH2:2][CH2:3][CH3:4].N(C(N1CCCCC1)=O)=NC(N1CCCCC1)=O.C(P(CCCC)CCCC)CCC.[S:59]1[C:63]2[CH:64]=[CH:65][CH:66]=[CH:67][C:62]=2[N:61]=[C:60]1[CH2:68]O. Given the product [S:59]1[C:63]2[CH:64]=[CH:65][CH:66]=[CH:67][C:62]=2[N:61]=[C:60]1[CH2:68][N:8]1[C:9](=[O:26])[C:10]([CH2:11][C:12]2[CH:17]=[CH:16][C:15]([C:18]3[C:19]([C:24]#[N:25])=[CH:20][CH:21]=[CH:22][CH:23]=3)=[CH:14][CH:13]=2)=[C:5]([CH2:1][CH2:2][CH2:3][CH3:4])[N:6]=[C:7]1[CH3:27], predict the reactants needed to synthesize it. (5) Given the product [CH3:19][O:20][C:21]1[CH:22]=[C:23]([CH:26]=[CH:27][CH:28]=1)[CH2:24][N:15]1[CH2:16][CH2:17][CH:12]([C:8]2[CH:7]=[C:6]([NH:5][C:3](=[O:4])[CH:2]([CH3:18])[CH3:1])[CH:11]=[CH:10][CH:9]=2)[CH2:13][CH2:14]1, predict the reactants needed to synthesize it. The reactants are: [CH3:1][CH:2]([CH3:18])[C:3]([NH:5][C:6]1[CH:11]=[CH:10][CH:9]=[C:8]([CH:12]2[CH2:17][CH2:16][NH:15][CH2:14][CH2:13]2)[CH:7]=1)=[O:4].[CH3:19][O:20][C:21]1[CH:22]=[C:23]([CH:26]=[CH:27][CH:28]=1)[CH2:24]Cl.C(N(C(C)C)CC)(C)C.N.